Dataset: Retrosynthesis with 50K atom-mapped reactions and 10 reaction types from USPTO. Task: Predict the reactants needed to synthesize the given product. (1) Given the product NCc1cc(F)cnc1Cl, predict the reactants needed to synthesize it. The reactants are: [N-]=[N+]=NCc1cc(F)cnc1Cl. (2) Given the product C=CC(=O)OCC(Cl)(Cl)Cl, predict the reactants needed to synthesize it. The reactants are: C=CC(=O)Cl.OCC(Cl)(Cl)Cl.